This data is from Forward reaction prediction with 1.9M reactions from USPTO patents (1976-2016). The task is: Predict the product of the given reaction. (1) Given the reactants CS(O[CH2:6][CH2:7][C:8]1[O:9][C:10]2[CH:16]=[CH:15][C:14]([C:17]3[CH:22]=[CH:21][C:20]([C:23]#[N:24])=[CH:19][CH:18]=3)=[CH:13][C:11]=2[CH:12]=1)(=O)=O.[NH:25]1[CH2:30][CH2:29][CH2:28][CH2:27][CH2:26]1, predict the reaction product. The product is: [N:25]1([CH2:6][CH2:7][C:8]2[O:9][C:10]3[CH:16]=[CH:15][C:14]([C:17]4[CH:22]=[CH:21][C:20]([C:23]#[N:24])=[CH:19][CH:18]=4)=[CH:13][C:11]=3[CH:12]=2)[CH2:30][CH2:29][CH2:28][CH2:27][CH2:26]1. (2) The product is: [Br:1][C:2]1[CH:7]=[CH:6][C:5]([NH:8][C:9]2[C:10]([F:22])=[C:11]3[N:20]=[CH:19][N:18]([CH3:21])[C:12]3=[N:13][C:14]=2[C:15]([NH:30][NH2:31])=[O:16])=[C:4]([F:23])[CH:3]=1. Given the reactants [Br:1][C:2]1[CH:7]=[CH:6][C:5]([NH:8][C:9]2[C:10]([F:22])=[C:11]3[N:20]=[CH:19][N:18]([CH3:21])[C:12]3=[N:13][C:14]=2[C:15](O)=[O:16])=[C:4]([F:23])[CH:3]=1.C1C=CC2N(O)[N:31]=[N:30]C=2C=1.CCN=C=NCCCN(C)C.NN, predict the reaction product. (3) Given the reactants [CH2:1]([O:3]/[CH:4]=[CH:5]\B1OC(C)(C)C(C)(C)O1)[CH3:2].Br[C:16]1[C:20]2[C:21]3[N:22]([CH3:42])[C:23](=[O:41])[N:24]([C:29]4[C:34]([F:35])=[C:33]([O:36][CH3:37])[CH:32]=[C:31]([O:38][CH3:39])[C:30]=4[F:40])[CH2:25][C:26]=3[CH:27]=[N:28][C:19]=2[NH:18][N:17]=1.ClCCl.C(=O)([O-])[O-].[K+].[K+], predict the reaction product. The product is: [F:35][C:34]1[C:33]([O:36][CH3:37])=[CH:32][C:31]([O:38][CH3:39])=[C:30]([F:40])[C:29]=1[N:24]1[CH2:25][C:26]2[CH:27]=[N:28][C:19]3[NH:18][N:17]=[C:16](/[CH:2]=[CH:1]\[O:3][CH2:4][CH3:5])[C:20]=3[C:21]=2[N:22]([CH3:42])[C:23]1=[O:41].